This data is from Full USPTO retrosynthesis dataset with 1.9M reactions from patents (1976-2016). The task is: Predict the reactants needed to synthesize the given product. (1) Given the product [CH2:35]([O:37][C:38]1[CH:43]=[C:42]([C:13]2[C:18]([O:19][C:20]3[C:29]4[C:24](=[CH:25][C:26]([O:32][CH3:33])=[C:27]([O:30][CH3:31])[CH:28]=4)[N:23]=[CH:22][CH:21]=3)=[CH:17][CH:16]=[C:15]([CH3:34])[N:14]=2)[CH:41]=[CH:40][CH:39]=1)[CH3:36], predict the reactants needed to synthesize it. The reactants are: CN(C)C=O.C(=O)([O-])[O-].[K+].[K+].I[C:13]1[C:18]([O:19][C:20]2[C:29]3[C:24](=[CH:25][C:26]([O:32][CH3:33])=[C:27]([O:30][CH3:31])[CH:28]=3)[N:23]=[CH:22][CH:21]=2)=[CH:17][CH:16]=[C:15]([CH3:34])[N:14]=1.[CH2:35]([O:37][C:38]1[CH:39]=[C:40](B(O)O)[CH:41]=[CH:42][CH:43]=1)[CH3:36]. (2) Given the product [F:1][C:2]1[CH:7]=[CH:6][C:5]([F:8])=[CH:4][C:3]=1[C@H:9]1[CH2:13][CH2:12][CH2:11][N:10]1[C:14]1[CH:19]=[CH:18][N:17]2[N:20]=[CH:21][C:22]([C:23]3[O:28][C:27]([CH:45]4[CH2:46][CH2:47][NH:42][CH2:43][CH2:44]4)=[N:26][N:25]=3)=[C:16]2[N:15]=1, predict the reactants needed to synthesize it. The reactants are: [F:1][C:2]1[CH:7]=[CH:6][C:5]([F:8])=[CH:4][C:3]=1[C@H:9]1[CH2:13][CH2:12][CH2:11][N:10]1[C:14]1[CH:19]=[CH:18][N:17]2[N:20]=[CH:21][C:22]([C:23]([NH:25][NH:26][C:27](C3CCN(C(OC(C)(C)C)=O)CC3)=[O:28])=O)=[C:16]2[N:15]=1.[N:42]1[CH:47]=[CH:46][CH:45]=[CH:44][CH:43]=1.S(OS(C(F)(F)F)(=O)=O)(C(F)(F)F)(=O)=O. (3) Given the product [N:47]12[CH2:52][CH2:51][CH:50]([CH2:49][CH2:48]1)[C@H:45]([NH:44][C:17]([C:13]1[CH:14]=[CH:15][CH:16]=[C:10]3[O:9][C:8]([C:7]4[C:2](=[O:1])[NH:3][CH:4]=[CH:5][CH:6]=4)=[N:12][C:11]=13)=[O:19])[CH2:46]2, predict the reactants needed to synthesize it. The reactants are: [O:1]=[C:2]1[C:7]([C:8]2[O:9][C:10]3[C:11](=[C:13]([C:17]([OH:19])=O)[CH:14]=[CH:15][CH:16]=3)[N:12]=2)=[CH:6][CH:5]=[CH:4][NH:3]1.Cl.C(N=C=NCCCN(C)C)C.ON1C2C=CC=CC=2N=N1.Cl.Cl.[NH2:44][C@H:45]1[CH:50]2[CH2:51][CH2:52][N:47]([CH2:48][CH2:49]2)[CH2:46]1.C(N(CC)CC)C. (4) Given the product [Br:1][C:2]1[CH:3]=[CH:4][C:5]([C:8]([NH:21][CH2:20][C:16]2[CH:15]=[C:14]3[C:19](=[CH:18][CH:17]=2)[NH:11][CH:12]=[CH:13]3)=[O:10])=[N:6][CH:7]=1, predict the reactants needed to synthesize it. The reactants are: [Br:1][C:2]1[CH:3]=[CH:4][C:5]([C:8]([OH:10])=O)=[N:6][CH:7]=1.[NH:11]1[C:19]2[C:14](=[CH:15][C:16]([CH2:20][NH2:21])=[CH:17][CH:18]=2)[CH:13]=[CH:12]1.N. (5) Given the product [NH2:20][C:21]1[C:22]2[N:23]([C:27]([C@@H:54]3[CH2:62][CH2:61][C@@H:60]4[N:56]([C:57](=[O:63])[CH2:58][CH2:59]4)[CH2:55]3)=[N:28][C:29]=2[C:30]2[CH:48]=[CH:47][C:33]([C:34]([NH:36][C:37]3[CH:42]=[C:41]([C:43]([F:46])([F:45])[F:44])[CH:40]=[CH:39][N:38]=3)=[O:35])=[CH:32][C:31]=2[O:49][CH2:50][CH2:51][O:52][CH3:53])[CH:24]=[CH:25][N:26]=1, predict the reactants needed to synthesize it. The reactants are: C(O)(C(F)(F)F)=O.C([SiH](CC)CC)C.COC1C=C(OC)C=CC=1C[NH:20][C:21]1[C:22]2[N:23]([C:27]([C@@H:54]3[CH2:62][CH2:61][C@@H:60]4[N:56]([C:57](=[O:63])[CH2:58][CH2:59]4)[CH2:55]3)=[N:28][C:29]=2[C:30]2[CH:48]=[CH:47][C:33]([C:34]([NH:36][C:37]3[CH:42]=[C:41]([C:43]([F:46])([F:45])[F:44])[CH:40]=[CH:39][N:38]=3)=[O:35])=[CH:32][C:31]=2[O:49][CH2:50][CH2:51][O:52][CH3:53])[CH:24]=[CH:25][N:26]=1. (6) Given the product [CH2:1]([O:8][C:9]1[N:14]=[CH:13][N:12]([CH2:15][C:16](=[O:17])[C:18]2[CH:23]=[CH:22][C:21]([CH2:24][N:27]3[CH2:31][CH2:30][CH2:29][CH2:28]3)=[CH:20][CH:19]=2)[C:11](=[O:26])[CH:10]=1)[C:2]1[CH:7]=[CH:6][CH:5]=[CH:4][CH:3]=1, predict the reactants needed to synthesize it. The reactants are: [CH2:1]([O:8][C:9]1[N:14]=[CH:13][N:12]([CH2:15][C:16]([C:18]2[CH:23]=[CH:22][C:21]([CH2:24]Br)=[CH:20][CH:19]=2)=[O:17])[C:11](=[O:26])[CH:10]=1)[C:2]1[CH:7]=[CH:6][CH:5]=[CH:4][CH:3]=1.[NH:27]1[CH2:31][CH2:30][CH2:29][CH2:28]1. (7) Given the product [F:1][C:2]1[CH:3]=[CH:4][C:5]([N:8]2[C:16]3[C:11](=[CH:12][C:13]([O:17][C@H:18]([C:22]4[CH:27]=[CH:26][CH:25]=[C:24]([O:28][CH3:29])[CH:23]=4)[C@@H:19]([NH:21][C:35]([CH2:34][NH:33][C:30](=[O:32])[CH3:31])=[O:36])[CH3:20])=[CH:14][CH:15]=3)[CH:10]=[N:9]2)=[CH:6][CH:7]=1, predict the reactants needed to synthesize it. The reactants are: [F:1][C:2]1[CH:7]=[CH:6][C:5]([N:8]2[C:16]3[C:11](=[CH:12][C:13]([O:17][C@H:18]([C:22]4[CH:27]=[CH:26][CH:25]=[C:24]([O:28][CH3:29])[CH:23]=4)[C@@H:19]([NH2:21])[CH3:20])=[CH:14][CH:15]=3)[CH:10]=[N:9]2)=[CH:4][CH:3]=1.[C:30]([NH:33][CH2:34][C:35](O)=[O:36])(=[O:32])[CH3:31].F[P-](F)(F)(F)(F)F.N1(OC(N(C)C)=[N+](C)C)C2C=CC=CC=2N=N1.C(N(CC)C(C)C)(C)C. (8) Given the product [ClH:33].[NH2:20][CH2:19][C:8]1[N:9]([CH2:15][CH:16]([CH3:18])[CH3:17])[C:10](=[O:14])[C:11]2[C:6]([C:7]=1[C:28]1[S:29][CH:30]=[CH:31][CH:32]=1)=[CH:5][C:4]([C:2]([NH2:1])=[O:3])=[CH:13][CH:12]=2, predict the reactants needed to synthesize it. The reactants are: [NH2:1][C:2]([C:4]1[CH:5]=[C:6]2[C:11](=[CH:12][CH:13]=1)[C:10](=[O:14])[N:9]([CH2:15][CH:16]([CH3:18])[CH3:17])[C:8]([CH2:19][NH:20]C(=O)OC(C)(C)C)=[C:7]2[C:28]1[S:29][CH:30]=[CH:31][CH:32]=1)=[O:3].[ClH:33]. (9) Given the product [CH3:1][N:2]1[CH2:15][CH2:14][C:5]2[N:6]([C:17]3[CH:22]=[CH:21][CH:20]=[CH:19][C:18]=3[N:23]([CH3:25])[CH3:24])[C:7]3[CH:8]=[CH:9][C:10]([CH3:13])=[CH:11][C:12]=3[C:4]=2[CH2:3]1, predict the reactants needed to synthesize it. The reactants are: [CH3:1][N:2]1[CH2:15][CH2:14][C:5]2[NH:6][C:7]3[CH:8]=[CH:9][C:10]([CH3:13])=[CH:11][C:12]=3[C:4]=2[CH2:3]1.Br[C:17]1[CH:22]=[CH:21][CH:20]=[CH:19][C:18]=1[N:23]([CH3:25])[CH3:24].[O-]P([O-])([O-])=O.[K+].[K+].[K+].N1CCC[C@H]1C(O)=O.